From a dataset of Reaction yield outcomes from USPTO patents with 853,638 reactions. Predict the reaction yield, written as a fraction of the theoretical maximum amount of product (1.0 means a 100% yield; for example, 0.34 means a 34% yield). (1) The reactants are [Cl:1][C:2]1[CH:19]=[CH:18][CH:17]=[C:16]([Cl:20])[C:3]=1[CH2:4][N:5]1[CH2:10][CH2:9][NH:8][C:7]2[N:11]=[CH:12][C:13](I)=[CH:14][C:6]1=2.[N:21]1([CH:26]2[CH2:31][CH2:30][N:29]([C:32]([C:34]3[CH:39]=[CH:38][C:37](B4OC(C)(C)C(C)(C)O4)=[CH:36][CH:35]=3)=[O:33])[CH2:28][CH2:27]2)[CH2:25][CH2:24][CH2:23][CH2:22]1. No catalyst specified. The product is [Cl:1][C:2]1[CH:19]=[CH:18][CH:17]=[C:16]([Cl:20])[C:3]=1[CH2:4][N:5]1[CH2:10][CH2:9][NH:8][C:7]2[N:11]=[CH:12][C:13]([C:37]3[CH:38]=[CH:39][C:34]([C:32]([N:29]4[CH2:28][CH2:27][CH:26]([N:21]5[CH2:22][CH2:23][CH2:24][CH2:25]5)[CH2:31][CH2:30]4)=[O:33])=[CH:35][CH:36]=3)=[CH:14][C:6]1=2. The yield is 0.100. (2) The reactants are [C:1]([O:5][C:6]([O:8][C:9]1[CH:21]=[CH:20][C:19]([N:22]([CH2:27][CH:28]2[CH2:30][CH2:29]2)[S:23]([CH3:26])(=[O:25])=[O:24])=[CH:18][C:10]=1[C:11]([O:13][CH2:14][C:15]([OH:17])=[O:16])=[O:12])=[O:7])([CH3:4])([CH3:3])[CH3:2].[Cl:31][C:32]1[CH:33]=[N+:34]([O-:57])[CH:35]=[C:36]([Cl:56])[C:37]=1[CH2:38][C@@H:39]([C:41]1[CH:46]=[CH:45][C:44]([O:47][CH:48]([F:50])[F:49])=[C:43]([O:51][CH2:52][CH:53]2[CH2:55][CH2:54]2)[CH:42]=1)O.C(Cl)CCl. The catalyst is CN(C1C=CN=CC=1)C.C(Cl)Cl. The product is [C:1]([O:5][C:6]([O:8][C:9]1[CH:21]=[CH:20][C:19]([N:22]([CH2:27][CH:28]2[CH2:29][CH2:30]2)[S:23]([CH3:26])(=[O:25])=[O:24])=[CH:18][C:10]=1[C:11]([O:13][CH2:14][C:15]([O:17][C@H:39]([C:41]1[CH:46]=[CH:45][C:44]([O:47][CH:48]([F:49])[F:50])=[C:43]([O:51][CH2:52][CH:53]2[CH2:54][CH2:55]2)[CH:42]=1)[CH2:38][C:37]1[C:36]([Cl:56])=[CH:35][N+:34]([O-:57])=[CH:33][C:32]=1[Cl:31])=[O:16])=[O:12])=[O:7])([CH3:4])([CH3:2])[CH3:3]. The yield is 0.800. (3) The reactants are Cl[C:2]1[CH:7]=[C:6]([Cl:8])[N:5]=[C:4]([NH2:9])[N:3]=1.[CH3:10][C:11]1[CH:12]=[CH:13][C:14]([NH2:17])=[CH:15][CH:16]=1.C(N(CC)C(C)C)(C)C. The catalyst is C(O)C. The product is [Cl:8][C:6]1[N:5]=[C:4]([NH2:9])[N:3]=[C:2]([NH:17][C:14]2[CH:15]=[CH:16][C:11]([CH3:10])=[CH:12][CH:13]=2)[CH:7]=1. The yield is 0.600. (4) The reactants are C([O-])(=O)C.[Na+].[CH2:6]([O:8][C:9](=[O:23])[CH2:10][C:11](=O)[CH2:12][CH2:13][NH:14][C:15]([O:17][C:18]([CH3:21])([CH3:20])[CH3:19])=[O:16])[CH3:7].Cl.[NH2:25][CH2:26][C:27]([C:29]1[CH:34]=[CH:33][C:32]([F:35])=[CH:31][CH:30]=1)=O. The catalyst is O.C(O)C. The product is [CH2:6]([O:8][C:9]([C:10]1[C:27]([C:29]2[CH:34]=[CH:33][C:32]([F:35])=[CH:31][CH:30]=2)=[CH:26][NH:25][C:11]=1[CH2:12][CH2:13][NH:14][C:15]([O:17][C:18]([CH3:21])([CH3:20])[CH3:19])=[O:16])=[O:23])[CH3:7]. The yield is 0.917. (5) The reactants are [CH3:1][O:2][C:3]1[CH:4]=[C:5]([OH:10])[CH:6]=[C:7]([OH:9])[CH:8]=1.C(=O)([O-])[O-].[K+].[K+].Br[CH2:18][CH:19]([CH3:21])[CH3:20].Cl. The catalyst is CN(C=O)C.O. The product is [CH2:18]([O:10][C:5]1[CH:6]=[C:7]([OH:9])[CH:8]=[C:3]([O:2][CH3:1])[CH:4]=1)[CH:19]([CH3:21])[CH3:20]. The yield is 0.290. (6) The reactants are C(NC(C)C)(C)C.C([Li])CCC.[CH2:13]([O:15][C:16](=[O:27])[CH2:17][C:18]1[CH:23]=[CH:22][C:21]([S:24][CH3:25])=[C:20]([Cl:26])[CH:19]=1)[CH3:14].I[CH2:29][CH:30]1[CH2:34][CH2:33][CH2:32][CH2:31]1. The catalyst is O1CCCC1.CN1CCCN(C)C1=O. The product is [CH2:13]([O:15][C:16](=[O:27])[CH:17]([C:18]1[CH:23]=[CH:22][C:21]([S:24][CH3:25])=[C:20]([Cl:26])[CH:19]=1)[CH2:29][CH:30]1[CH2:34][CH2:33][CH2:32][CH2:31]1)[CH3:14]. The yield is 0.560. (7) The reactants are [C:1]([O:10]C)(=O)[C:2]1[C:3](=[CH:5][CH:6]=[CH:7][CH:8]=1)[SH:4].[N:12]1([C:18]2[CH:19]=[C:20]([CH:23]=[CH:24][N:25]=2)[C:21]#[N:22])[CH2:17][CH2:16][O:15][CH2:14][CH2:13]1.C(N(CC)CC)C. The catalyst is C1(C)C=CC=CC=1. The product is [N:12]1([C:18]2[CH:19]=[C:20]([C:21]3[S:4][C:3]4[CH:5]=[CH:6][CH:7]=[CH:8][C:2]=4[C:1](=[O:10])[N:22]=3)[CH:23]=[CH:24][N:25]=2)[CH2:13][CH2:14][O:15][CH2:16][CH2:17]1. The yield is 0.250.